From a dataset of Forward reaction prediction with 1.9M reactions from USPTO patents (1976-2016). Predict the product of the given reaction. (1) Given the reactants [C:1](OC(=O)C)(=[O:3])C.N1C=CC=CC=1.[NH2:14][C:15]1[CH:20]=[C:19]([N+:21]([O-:23])=[O:22])[CH:18]=[CH:17][C:16]=1[OH:24], predict the reaction product. The product is: [OH:24][C:16]1[CH:17]=[CH:18][C:19]([N+:21]([O-:23])=[O:22])=[CH:20][C:15]=1[NH:14][CH:1]=[O:3]. (2) Given the reactants [Br:1][C:2]1[CH:3]=[C:4]([OH:9])[CH:5]=[C:6]([CH3:8])[CH:7]=1.N1C=CN=C1.[Si:15](Cl)([C:18]([CH3:21])([CH3:20])[CH3:19])([CH3:17])[CH3:16], predict the reaction product. The product is: [Br:1][C:2]1[CH:3]=[C:4]([CH:5]=[C:6]([CH3:8])[CH:7]=1)[O:9][Si:15]([C:18]([CH3:21])([CH3:20])[CH3:19])([CH3:17])[CH3:16]. (3) The product is: [F:1][C:2]1[CH:3]=[C:4]([CH:7]=[CH:8][C:9]=1[C:10]1[S:11][C:12]2[C:17]([N:18]=1)=[CH:16][CH:15]=[C:14]([C:19]1([C:22]3[CH:23]=[CH:24][CH:25]=[CH:26][CH:27]=3)[CH2:20][CH2:21]1)[N:13]=2)[CH2:5][NH:29][C:30]1([C:33]([O:35][CH3:36])=[O:34])[CH2:32][CH2:31]1. Given the reactants [F:1][C:2]1[CH:3]=[C:4]([CH:7]=[CH:8][C:9]=1[C:10]1[S:11][C:12]2[C:17]([N:18]=1)=[CH:16][CH:15]=[C:14]([C:19]1([C:22]3[CH:27]=[CH:26][CH:25]=[CH:24][CH:23]=3)[CH2:21][CH2:20]1)[N:13]=2)[CH:5]=O.Cl.[NH2:29][C:30]1([C:33]([O:35][CH3:36])=[O:34])[CH2:32][CH2:31]1, predict the reaction product. (4) Given the reactants [Br:1][C:2]1[CH:7]=[CH:6][C:5]([CH2:8][NH2:9])=[CH:4][CH:3]=1.C(N(CC)C(C)C)(C)C.[C:19]1([CH2:25][S:26](Cl)(=[O:28])=[O:27])[CH:24]=[CH:23][CH:22]=[CH:21][CH:20]=1, predict the reaction product. The product is: [Br:1][C:2]1[CH:7]=[CH:6][C:5]([CH2:8][NH:9][S:26]([CH2:25][C:19]2[CH:24]=[CH:23][CH:22]=[CH:21][CH:20]=2)(=[O:28])=[O:27])=[CH:4][CH:3]=1. (5) Given the reactants C(NC(C)C)(C)C.[Li]CCCC.[CH3:13][C:14]1([CH3:23])[N:18]2[C:19](=[O:22])[CH2:20][CH2:21][C@@H:17]2[CH2:16][O:15]1.C1C=CC(S(N(S(C2C=CC=CC=2)(=O)=O)[F:34])(=O)=O)=CC=1, predict the reaction product. The product is: [F:34][C@H:20]1[C:19](=[O:22])[N:18]2[C:14]([CH3:23])([CH3:13])[O:15][CH2:16][CH:17]2[CH2:21]1.